Regression. Given two drug SMILES strings and cell line genomic features, predict the synergy score measuring deviation from expected non-interaction effect. From a dataset of NCI-60 drug combinations with 297,098 pairs across 59 cell lines. (1) Drug 1: C1CNP(=O)(OC1)N(CCCl)CCCl. Drug 2: CC12CCC3C(C1CCC2OP(=O)(O)O)CCC4=C3C=CC(=C4)OC(=O)N(CCCl)CCCl.[Na+]. Cell line: SK-MEL-28. Synergy scores: CSS=2.49, Synergy_ZIP=-2.50, Synergy_Bliss=-4.09, Synergy_Loewe=-7.96, Synergy_HSA=-4.40. (2) Drug 1: C1=CC=C(C=C1)NC(=O)CCCCCCC(=O)NO. Drug 2: CC(C)CN1C=NC2=C1C3=CC=CC=C3N=C2N. Cell line: HCT116. Synergy scores: CSS=27.4, Synergy_ZIP=2.94, Synergy_Bliss=5.11, Synergy_Loewe=8.51, Synergy_HSA=6.99. (3) Cell line: OVCAR3. Drug 2: C(=O)(N)NO. Synergy scores: CSS=6.45, Synergy_ZIP=-1.30, Synergy_Bliss=-0.829, Synergy_Loewe=-10.5, Synergy_HSA=-0.717. Drug 1: CN1CCC(CC1)COC2=C(C=C3C(=C2)N=CN=C3NC4=C(C=C(C=C4)Br)F)OC.